Dataset: Reaction yield outcomes from USPTO patents with 853,638 reactions. Task: Predict the reaction yield, written as a fraction of the theoretical maximum amount of product (1.0 means a 100% yield; for example, 0.34 means a 34% yield). (1) The reactants are Cl[C:2]1[NH:10][C:9]2[C:4](=[N:5][CH:6]=[CH:7][CH:8]=2)[C:3]=1[C:11]#[N:12].[NH:13]1[CH2:17][CH2:16][CH2:15][CH2:14]1.FC(F)(F)C(O)=O. No catalyst specified. The product is [N:13]1([C:2]2[NH:10][C:9]3[C:4](=[N:5][CH:6]=[CH:7][CH:8]=3)[C:3]=2[C:11]#[N:12])[CH2:17][CH2:16][CH2:15][CH2:14]1. The yield is 0.210. (2) The reactants are CS(O[CH2:6][C:7]1[C:8]([Cl:14])=[N:9][CH:10]=[C:11]([Cl:13])[CH:12]=1)(=O)=O.[Na+].[I-].[C:17]([O:21][C:22]([N:24]([K])[C:25](=[O:31])[O:26][C:27]([CH3:30])([CH3:29])[CH3:28])=[O:23])([CH3:20])([CH3:19])[CH3:18]. The catalyst is CN(C)C=O.C(OCC)(=O)C. The product is [C:17]([O:21][C:22]([N:24]([CH2:6][C:7]1[C:8]([Cl:14])=[N:9][CH:10]=[C:11]([Cl:13])[CH:12]=1)[C:25](=[O:31])[O:26][C:27]([CH3:30])([CH3:29])[CH3:28])=[O:23])([CH3:20])([CH3:19])[CH3:18]. The yield is 0.800. (3) The reactants are Cl[C:2]1[N:7]=[N:6][C:5]([C:8]([NH2:10])=[O:9])=[C:4]([NH:11][C:12]2[N:17]=[C:16]3[CH2:18][CH2:19][CH2:20][C:15]3=[CH:14][CH:13]=2)[CH:3]=1.[NH2:21][C@@H:22]1[CH2:27][CH2:26][CH2:25][CH2:24][C@@H:23]1[NH:28][C:29](=[O:35])[O:30][C:31]([CH3:34])([CH3:33])[CH3:32]. The catalyst is CN1CCCC1=O. The product is [C:8]([C:5]1[N:6]=[N:7][C:2]([NH:21][C@@H:22]2[CH2:27][CH2:26][CH2:25][CH2:24][C@@H:23]2[NH:28][C:29](=[O:35])[O:30][C:31]([CH3:33])([CH3:32])[CH3:34])=[CH:3][C:4]=1[NH:11][C:12]1[N:17]=[C:16]2[CH2:18][CH2:19][CH2:20][C:15]2=[CH:14][CH:13]=1)(=[O:9])[NH2:10]. The yield is 0.730. (4) The reactants are [CH:1]1([N:7]([CH:18]2[CH2:23][CH2:22][CH2:21][CH2:20][CH2:19]2)[C:8]([NH:10][C:11]2[S:12][C:13]([CH:16]=O)=[CH:14][N:15]=2)=[O:9])[CH2:6][CH2:5][CH2:4][CH2:3][CH2:2]1.Cl.[CH3:25][N:26]([CH3:36])[S:27]([N:30]1[CH2:35][CH2:34][NH:33][CH2:32][CH2:31]1)(=[O:29])=[O:28].C(O[BH-](OC(=O)C)OC(=O)C)(=O)C.[Na+]. No catalyst specified. The product is [CH3:25][N:26]([CH3:36])[S:27]([N:30]1[CH2:35][CH2:34][N:33]([CH2:16][C:13]2[S:12][C:11]([NH:10][C:8]([N:7]([CH:18]3[CH2:23][CH2:22][CH2:21][CH2:20][CH2:19]3)[CH:1]3[CH2:6][CH2:5][CH2:4][CH2:3][CH2:2]3)=[O:9])=[N:15][CH:14]=2)[CH2:32][CH2:31]1)(=[O:28])=[O:29]. The yield is 0.420.